From a dataset of Full USPTO retrosynthesis dataset with 1.9M reactions from patents (1976-2016). Predict the reactants needed to synthesize the given product. Given the product [Br:20][C:21]1[CH:26]=[C:25]([O:27][CH3:28])[C:24]([O:29][CH3:30])=[CH:23][C:22]=1[NH:31][C:32]([N:9]1[CH:10]=[CH:11][C:12](=[O:14])[CH2:13][C@H:8]1[C:5]1[CH:6]=[CH:7][C:2]([F:1])=[CH:3][CH:4]=1)=[O:33], predict the reactants needed to synthesize it. The reactants are: [F:1][C:2]1[CH:7]=[CH:6][C:5]([C@@H:8]2[CH2:13][C:12](=[O:14])[CH:11]=[CH:10][NH:9]2)=[CH:4][CH:3]=1.[Li]CCCC.[Br:20][C:21]1[CH:26]=[C:25]([O:27][CH3:28])[C:24]([O:29][CH3:30])=[CH:23][C:22]=1[N:31]=[C:32]=[O:33].